Task: Predict the product of the given reaction.. Dataset: Forward reaction prediction with 1.9M reactions from USPTO patents (1976-2016) (1) The product is: [Br:1][C:2]1[CH:25]=[C:24]2[C:5]([CH2:6][C:7]3([C:17]42[N:21]=[C:20]([NH2:26])[C:19]([CH3:23])=[N:18]4)[CH2:12][CH2:11][C:10]2([O:16][CH2:15][CH2:14][O:13]2)[CH2:9][CH2:8]3)=[CH:4][CH:3]=1. Given the reactants [Br:1][C:2]1[CH:25]=[C:24]2[C:5]([CH2:6][C:7]3([C:17]42[NH:21][C:20](=S)[C:19]([CH3:23])=[N:18]4)[CH2:12][CH2:11][C:10]2([O:16][CH2:15][CH2:14][O:13]2)[CH2:9][CH2:8]3)=[CH:4][CH:3]=1.[NH3:26], predict the reaction product. (2) Given the reactants [F:1][C:2]1[CH:7]=[CH:6][C:5]([NH2:8])=[C:4]([NH2:9])[CH:3]=1.[CH3:10][C:11]1[C:12]([N:16]=[C:17]=[S:18])=[CH:13][S:14][CH:15]=1, predict the reaction product. The product is: [NH2:8][C:5]1[CH:6]=[CH:7][C:2]([F:1])=[CH:3][C:4]=1[NH:9][C:17]([NH:16][C:12]1[C:11]([CH3:10])=[CH:15][S:14][CH:13]=1)=[S:18]. (3) Given the reactants [N+:1]([C:4]1[CH:5]=[CH:6][C:7]([OH:10])=[N:8][CH:9]=1)([O-:3])=[O:2].[H-].[Na+].Br[CH2:14][CH:15]1[CH2:17][CH2:16]1, predict the reaction product. The product is: [CH:15]1([CH2:14][N:8]2[CH:9]=[C:4]([N+:1]([O-:3])=[O:2])[CH:5]=[CH:6][C:7]2=[O:10])[CH2:17][CH2:16]1. (4) Given the reactants [N+:1]([C:4]1[CH:20]=[CH:19][C:7]2[CH2:8][CH2:9][N:10]([C:13](=[O:18])[C:14]([F:17])([F:16])[F:15])[CH2:11][CH2:12][C:6]=2[CH:5]=1)([O-])=O.O.O.[Sn](Cl)Cl.CN(C=O)C, predict the reaction product. The product is: [F:17][C:14]([F:15])([F:16])[C:13]([N:10]1[CH2:9][CH2:8][C:7]2[CH:19]=[CH:20][C:4]([NH2:1])=[CH:5][C:6]=2[CH2:12][CH2:11]1)=[O:18]. (5) The product is: [CH3:25][O:26][C:27]1[CH:42]=[CH:41][C:30]2[N:31]([CH:35]3[CH2:36][CH2:37][N:38]([C:15](=[O:17])[CH2:14][CH2:13][CH2:12][C:4]4[NH:3][C:2](=[O:1])[C:11]5[C:6](=[CH:7][CH:8]=[CH:9][CH:10]=5)[N:5]=4)[CH2:39][CH2:40]3)[C:32](=[O:34])[NH:33][C:29]=2[CH:28]=1.[CH3:19][C:42]1[CH:27]=[CH:28][C:29]2[NH:33][C:32](=[O:34])[N:31]([CH:35]3[CH2:40][CH2:39][N:38]([C:15](=[O:17])[CH2:14][CH2:13][CH2:12][C:4]4[NH:3][C:2](=[O:1])[C:11]5[C:6](=[CH:7][CH:8]=[CH:9][CH:10]=5)[N:5]=4)[CH2:37][CH2:36]3)[C:30]=2[CH:41]=1. Given the reactants [O:1]=[C:2]1[C:11]2[C:6](=[CH:7][CH:8]=[CH:9][CH:10]=2)[N:5]=[C:4]([CH2:12][CH2:13][CH2:14][C:15]([OH:17])=O)[NH:3]1.F[C:19](F)(F)C(O)=O.[CH3:25][O:26][C:27]1[CH:42]=[CH:41][C:30]2[N:31]([CH:35]3[CH2:40][CH2:39][NH:38][CH2:37][CH2:36]3)[C:32](=[O:34])[NH:33][C:29]=2[CH:28]=1, predict the reaction product. (6) Given the reactants Cl.Cl.[NH2:3][C@@H:4]1[CH2:6][C@H:5]1[C:7]1[C:16]2[C:11](=[CH:12][CH:13]=[CH:14][CH:15]=2)[CH:10]=[C:9]([C:17]([NH:19][C:20]2[S:21][C:22]([CH3:25])=[N:23][N:24]=2)=[O:18])[CH:8]=1.C(=O)([O-])O.[Na+].[O:31]1[CH2:36][CH2:35][CH:34]([CH:37]=O)[CH2:33][CH2:32]1.[BH4-].[Na+].[C:41](O[C:41]([O:43][C:44]([CH3:47])([CH3:46])[CH3:45])=[O:42])([O:43][C:44]([CH3:47])([CH3:46])[CH3:45])=[O:42], predict the reaction product. The product is: [C:44]([O:43][C:41](=[O:42])[N:3]([C@@H:4]1[CH2:6][C@H:5]1[C:7]1[C:16]2[C:11](=[CH:12][CH:13]=[CH:14][CH:15]=2)[CH:10]=[C:9]([C:17](=[O:18])[NH:19][C:20]2[S:21][C:22]([CH3:25])=[N:23][N:24]=2)[CH:8]=1)[CH2:37][CH:34]1[CH2:33][CH2:32][O:31][CH2:36][CH2:35]1)([CH3:47])([CH3:46])[CH3:45]. (7) Given the reactants [CH3:1][C:2]1[CH:7]=[CH:6][C:5]([S:8]([O:11][CH2:12][CH:13]2[CH2:17][C:16]3[CH:18]=[C:19]([Cl:24])[CH:20]=[C:21]([O:22]C)[C:15]=3[O:14]2)(=[O:10])=[O:9])=[CH:4][CH:3]=1, predict the reaction product. The product is: [CH3:1][C:2]1[CH:7]=[CH:6][C:5]([S:8]([O:11][CH2:12][CH:13]2[CH2:17][C:16]3[CH:18]=[C:19]([Cl:24])[CH:20]=[C:21]([OH:22])[C:15]=3[O:14]2)(=[O:9])=[O:10])=[CH:4][CH:3]=1.